This data is from Catalyst prediction with 721,799 reactions and 888 catalyst types from USPTO. The task is: Predict which catalyst facilitates the given reaction. (1) Reactant: C([Si](C)(C)[O:6][CH2:7][C:8]1[CH:13]=[CH:12][C:11]([C:14](=O)[CH2:15][C:16]2[CH:21]=[CH:20][CH:19]=[CH:18][CH:17]=2)=[CH:10][CH:9]=1)(C)(C)C.[NH2:25][C:26]1[C:31]([CH:32]=O)=[CH:30][N:29]=[CH:28][CH:27]=1.[OH-].[Na+]. Product: [C:16]1([C:15]2[C:14]([C:11]3[CH:10]=[CH:9][C:8]([CH2:7][OH:6])=[CH:13][CH:12]=3)=[N:25][C:26]3[C:31]([CH:32]=2)=[CH:30][N:29]=[CH:28][CH:27]=3)[CH:17]=[CH:18][CH:19]=[CH:20][CH:21]=1. The catalyst class is: 8. (2) The catalyst class is: 1. Reactant: [CH:1]1([O:7][C:8](=[O:41])[CH2:9][CH2:10][C@@H:11]([C:27](N2[C@H](C3C=CC=CC=3)COC2=O)=[O:28])[CH2:12][C@H:13]2[CH2:17][O:16][C:15]([CH3:19])([CH3:18])[N:14]2[C:20]([O:22][C:23]([CH3:26])([CH3:25])[CH3:24])=[O:21])[CH2:6][CH2:5][CH2:4][CH2:3][CH2:2]1.CO.[BH4-].[Na+]. Product: [CH:1]1([O:7][C:8](=[O:41])[CH2:9][CH2:10][C@@H:11]([CH2:27][OH:28])[CH2:12][C@H:13]2[CH2:17][O:16][C:15]([CH3:18])([CH3:19])[N:14]2[C:20]([O:22][C:23]([CH3:25])([CH3:24])[CH3:26])=[O:21])[CH2:2][CH2:3][CH2:4][CH2:5][CH2:6]1. (3) Product: [CH:18]1([C:15]2[N:16]=[CH:17][C:12]([C:10]([NH:9][C@@H:4]([C:5]([CH3:8])([CH3:7])[CH3:6])[C:3]([OH:26])=[O:2])=[O:11])=[N:13][C:14]=2[O:21][CH2:22][CH:23]2[CH2:24][CH2:25]2)[CH2:20][CH2:19]1. Reactant: C[O:2][C:3](=[O:26])[C@@H:4]([NH:9][C:10]([C:12]1[CH:17]=[N:16][C:15]([CH:18]2[CH2:20][CH2:19]2)=[C:14]([O:21][CH2:22][CH:23]2[CH2:25][CH2:24]2)[N:13]=1)=[O:11])[C:5]([CH3:8])([CH3:7])[CH3:6].[OH-].[Li+].Cl. The catalyst class is: 20. (4) Reactant: [O:1]1[C:5]2([CH2:10][CH2:9][CH:8]([O:11][C:12]3[N:17]=[C:16]([C:18]([F:21])([F:20])[F:19])[N:15]=[C:14]([CH:22]([OH:24])[CH3:23])[CH:13]=3)[CH2:7][CH2:6]2)[O:4][CH2:3][CH2:2]1.CC(OI1(OC(C)=O)(OC(C)=O)OC(=O)C2C=CC=CC1=2)=O. Product: [O:4]1[C:5]2([CH2:10][CH2:9][CH:8]([O:11][C:12]3[N:17]=[C:16]([C:18]([F:20])([F:21])[F:19])[N:15]=[C:14]([C:22](=[O:24])[CH3:23])[CH:13]=3)[CH2:7][CH2:6]2)[O:1][CH2:2][CH2:3]1. The catalyst class is: 2. (5) Reactant: [NH2:1][C:2]1[N:7]([CH3:8])[C:6](=[O:9])[NH:5][C:4](=[O:10])[C:3]=1[NH:11][CH2:12][C@H:13]1[CH2:18][CH2:17][C@H:16]([CH3:19])[CH2:15][CH2:14]1.[C:20]1([C:26]2([C:30](O)=[O:31])[CH2:29][CH2:28][CH2:27]2)[CH:25]=[CH:24][CH:23]=[CH:22][CH:21]=1.CN(C(ON1N=NC2C=CC=NC1=2)=[N+](C)C)C.F[P-](F)(F)(F)(F)F.CCN(C(C)C)C(C)C. Product: [NH2:1][C:2]1[N:7]([CH3:8])[C:6](=[O:9])[NH:5][C:4](=[O:10])[C:3]=1[N:11]([CH2:12][C@H:13]1[CH2:18][CH2:17][C@H:16]([CH3:19])[CH2:15][CH2:14]1)[C:30]([C:26]1([C:20]2[CH:25]=[CH:24][CH:23]=[CH:22][CH:21]=2)[CH2:29][CH2:28][CH2:27]1)=[O:31]. The catalyst class is: 18. (6) Reactant: Br[C:2]1[CH:3]=[C:4]([CH:19]=[CH:20][CH:21]=1)[CH2:5][O:6][C:7]1[CH:12]=[CH:11][C:10]([CH2:13][CH2:14][C:15]([O:17][CH3:18])=[O:16])=[CH:9][CH:8]=1.[CH2:22]([O:24][C:25]1[CH:30]=[CH:29][CH:28]=[CH:27][C:26]=1B(O)O)[CH3:23].C(=O)([O-])[O-].[K+].[K+].C(O)C. Product: [CH2:22]([O:24][C:25]1[CH:30]=[CH:29][CH:28]=[CH:27][C:26]=1[C:2]1[CH:21]=[CH:20][CH:19]=[C:4]([CH2:5][O:6][C:7]2[CH:12]=[CH:11][C:10]([CH2:13][CH2:14][C:15]([O:17][CH3:18])=[O:16])=[CH:9][CH:8]=2)[CH:3]=1)[CH3:23]. The catalyst class is: 802. (7) Reactant: [CH2:1]([O:8][C:9]1[C:18]2[C:17](=O)[O:16]C(C)(C)[O:14][C:13]=2[CH:12]=[C:11]([O:22][CH3:23])[CH:10]=1)[C:2]1[CH:7]=[CH:6][CH:5]=[CH:4][CH:3]=1.[H-].C([Al+]CC(C)C)C(C)C. Product: [CH2:1]([O:8][C:9]1[CH:10]=[C:11]([O:22][CH3:23])[CH:12]=[C:13]([OH:14])[C:18]=1[CH:17]=[O:16])[C:2]1[CH:7]=[CH:6][CH:5]=[CH:4][CH:3]=1. The catalyst class is: 426.